Task: Predict the reactants needed to synthesize the given product.. Dataset: Full USPTO retrosynthesis dataset with 1.9M reactions from patents (1976-2016) Given the product [Cl:23][C:24]([Cl:28])([Cl:27])[C:25](=[NH:26])[O:10][CH2:9][C:5]1[CH:6]=[C:7]([F:8])[C:2]([Br:1])=[CH:3][C:4]=1[Cl:11], predict the reactants needed to synthesize it. The reactants are: [Br:1][C:2]1[C:7]([F:8])=[CH:6][C:5]([CH2:9][OH:10])=[C:4]([Cl:11])[CH:3]=1.N12CCCN=C1CCCCC2.[Cl:23][C:24]([Cl:28])([Cl:27])[C:25]#[N:26].